From a dataset of Peptide-MHC class II binding affinity with 134,281 pairs from IEDB. Regression. Given a peptide amino acid sequence and an MHC pseudo amino acid sequence, predict their binding affinity value. This is MHC class II binding data. (1) The peptide sequence is DSNIMNSINNVMDEIDFFEK. The MHC is HLA-DQA10301-DQB10302 with pseudo-sequence HLA-DQA10301-DQB10302. The binding affinity (normalized) is 0.567. (2) The peptide sequence is ESRLVVDFSQFSRGN. The MHC is DRB1_0301 with pseudo-sequence DRB1_0301. The binding affinity (normalized) is 0.669. (3) The MHC is DRB1_0901 with pseudo-sequence DRB1_0901. The peptide sequence is TGEAHLAEENEGDNA. The binding affinity (normalized) is 0. (4) The peptide sequence is TQARAAAAAFEQAHA. The MHC is DRB1_1302 with pseudo-sequence DRB1_1302. The binding affinity (normalized) is 0. (5) The peptide sequence is QNSLSTEWSPCS. The MHC is DRB1_0401 with pseudo-sequence DRB1_0401. The binding affinity (normalized) is 0.203. (6) The peptide sequence is KYKTFEAAFTVSSKR. The MHC is HLA-DQA10501-DQB10201 with pseudo-sequence HLA-DQA10501-DQB10201. The binding affinity (normalized) is 0.128. (7) The peptide sequence is DPDKDVDIMVRDGQL. The MHC is DRB1_1302 with pseudo-sequence DRB1_1302. The binding affinity (normalized) is 0.0823. (8) The peptide sequence is ETLQAFDSHYDYTI. The MHC is DRB1_0701 with pseudo-sequence DRB1_0701. The binding affinity (normalized) is 0.107.